This data is from Reaction yield outcomes from USPTO patents with 853,638 reactions. The task is: Predict the reaction yield, written as a fraction of the theoretical maximum amount of product (1.0 means a 100% yield; for example, 0.34 means a 34% yield). (1) The reactants are [C:1]([O-:6])(=[O:5])[CH:2]([CH3:4])[CH3:3].C([N+](CCCC)(CCCC)CCCC)CCC.[C:24](=[O:32])([S:29][CH2:30][CH3:31])[O:25][CH:26](Cl)[CH3:27]. The catalyst is O1CCCC1. The product is [C:24](=[O:32])([S:29][CH2:30][CH3:31])[O:25][CH:26]([O:5][C:1](=[O:6])[CH:2]([CH3:4])[CH3:3])[CH3:27]. The yield is 0.630. (2) The reactants are [Cl:1][C:2]1[CH:7]=[CH:6][N:5]=[C:4]2[NH:8][C:9]([CH:11]3[CH2:14][CH2:13][CH2:12]3)=[N:10][C:3]=12.Br[CH2:16][C:17]1[CH:36]=[CH:35][C:20]2/[C:21](=[C:31](/[CH3:34])\[C:32]#[N:33])/[C:22]3[CH:29]=[CH:28][C:27]([F:30])=[CH:26][C:23]=3[O:24][CH2:25][C:19]=2[CH:18]=1. No catalyst specified. The product is [Cl:1][C:2]1[CH:7]=[CH:6][N:5]=[C:4]2[N:8]([CH2:16][C:17]3[CH:36]=[CH:35][C:20]4/[C:21](=[C:31](/[CH3:34])\[C:32]#[N:33])/[C:22]5[CH:29]=[CH:28][C:27]([F:30])=[CH:26][C:23]=5[O:24][CH2:25][C:19]=4[CH:18]=3)[C:9]([CH:11]3[CH2:14][CH2:13][CH2:12]3)=[N:10][C:3]=12. The yield is 0.620. (3) The reactants are [NH:1]1[CH2:6][CH2:5][C:4]2([CH2:12][CH2:11][C:10](=[O:13])[C:9]3[CH:14]=[CH:15][CH:16]=[CH:17][C:8]=3[NH:7]2)[CH2:3][CH2:2]1.[C:18]([C:20]1[CH:27]=[CH:26][C:23]([CH2:24]Br)=[CH:22][CH:21]=1)#[N:19]. The catalyst is C1COCC1. The product is [C:18]([C:20]1[CH:27]=[CH:26][C:23]([CH2:24][N:1]2[CH2:6][CH2:5][C:4]3([CH2:12][CH2:11][C:10](=[O:13])[C:9]4[CH:14]=[CH:15][CH:16]=[CH:17][C:8]=4[NH:7]3)[CH2:3][CH2:2]2)=[CH:22][CH:21]=1)#[N:19]. The yield is 0.660. (4) The reactants are [CH3:1][C:2]1[S:3][C:4]([CH3:30])=[CH:5][C:6]=1[C:7]1[C:8]([F:29])=[C:9]([CH:26]=[CH:27][CH:28]=1)[CH2:10][NH:11][C:12]1[CH:25]=[CH:24][C:15]2[C@H:16]([CH2:19][C:20]([O:22]C)=[O:21])[CH2:17][O:18][C:14]=2[CH:13]=1.[OH-].[Na+]. The catalyst is O1CCCC1.CO. The product is [CH3:1][C:2]1[S:3][C:4]([CH3:30])=[CH:5][C:6]=1[C:7]1[C:8]([F:29])=[C:9]([CH:26]=[CH:27][CH:28]=1)[CH2:10][NH:11][C:12]1[CH:25]=[CH:24][C:15]2[C@H:16]([CH2:19][C:20]([OH:22])=[O:21])[CH2:17][O:18][C:14]=2[CH:13]=1. The yield is 0.870. (5) The reactants are FC(F)(F)C(O)=O.[Cl:8][C:9]1[CH:10]=[CH:11][C:12]([NH:15][C:16](=[O:32])[C:17]2[CH:22]=[CH:21][CH:20]=[CH:19][C:18]=2[NH:23][C:24]([O:26][CH:27]2[CH2:31][CH2:30][NH:29][CH2:28]2)=[O:25])=[N:13][CH:14]=1.[CH3:33][CH:34]1[CH2:38][CH2:37][CH2:36][C:35]1=O.C([BH3-])#N.[Na+].Cl. No catalyst specified. The product is [ClH:8].[Cl:8][C:9]1[CH:10]=[CH:11][C:12]([NH:15][C:16](=[O:32])[C:17]2[CH:22]=[CH:21][CH:20]=[CH:19][C:18]=2[NH:23][C:24]([O:26][CH:27]2[CH2:31][CH2:30][N:29]([CH:35]3[CH2:36][CH2:37][CH2:38][CH:34]3[CH3:33])[CH2:28]2)=[O:25])=[N:13][CH:14]=1. The yield is 0.800.